This data is from Catalyst prediction with 721,799 reactions and 888 catalyst types from USPTO. The task is: Predict which catalyst facilitates the given reaction. (1) Reactant: C(OC([N:8]1[CH2:12][CH2:11][CH2:10][CH:9]1[C:13]1[NH:14][C:15]([C:18]2[CH:23]=[CH:22][C:21]([C:24]3[CH:33]=[CH:32][C:31]4[C:26](=[CH:27][CH:28]=[C:29]([C:34]5[NH:35][C:36]([CH:39]6[CH2:43][CH2:42][CH2:41][N:40]6[C:44](=[O:54])[CH:45]([NH:49][C:50]([O:52][CH3:53])=[O:51])[CH:46]([CH3:48])[CH3:47])=[N:37][CH:38]=5)[CH:30]=4)[CH:25]=3)=[CH:20][CH:19]=2)=[CH:16][N:17]=1)=O)(C)(C)C.Cl.[CH3:56][O:57][C:58]([NH:60][CH:61]([C:65]1[CH:70]=[CH:69][CH:68]=[CH:67][N:66]=1)[C:62](O)=[O:63])=[O:59].CN(C(ON1N=NC2C=CC=NC1=2)=[N+](C)C)C.F[P-](F)(F)(F)(F)F.CCN(C(C)C)C(C)C.[Li+].[OH-]. Product: [CH3:53][O:52][C:50](=[O:51])[NH:49][CH:45]([C:44]([N:40]1[CH2:41][CH2:42][CH2:43][CH:39]1[C:36]1[NH:35][C:34]([C:29]2[CH:28]=[CH:27][C:26]3[C:31](=[CH:32][CH:33]=[C:24]([C:21]4[CH:22]=[CH:23][C:18]([C:15]5[NH:14][C:13]([CH:9]6[CH2:10][CH2:11][CH2:12][N:8]6[C:62](=[O:63])[CH:61]([NH:60][C:58]([O:57][CH3:56])=[O:59])[C:65]6[CH:70]=[CH:69][CH:68]=[CH:67][N:66]=6)=[N:17][CH:16]=5)=[CH:19][CH:20]=4)[CH:25]=3)[CH:30]=2)=[CH:38][N:37]=1)=[O:54])[CH:46]([CH3:47])[CH3:48]. The catalyst class is: 61. (2) Reactant: [Br:1][C:2]1[CH:3]=[C:4]([CH2:8][CH2:9][C:10]#[N:11])[CH:5]=[CH:6][CH:7]=1.[CH:12](OCC)=[O:13].[H-].[Na+].Cl. Product: [Br:1][C:2]1[CH:3]=[C:4]([CH2:8][CH:9]([CH:12]=[O:13])[C:10]#[N:11])[CH:5]=[CH:6][CH:7]=1. The catalyst class is: 20. (3) Reactant: [C:1]([C:4]1[CH:5]=[C:6]([B:10]([OH:12])[OH:11])[CH:7]=[CH:8][CH:9]=1)([OH:3])=O.C1C=CC2N(O)N=NC=2C=1.CCN=C=NCCCN(C)C.Cl.[CH3:35][C:36]([C:39]([O:41][CH:42]1[CH2:46][CH2:45][CH2:44][CH2:43]1)=[O:40])([CH3:38])[NH2:37]. Product: [OH:11][B:10]([OH:12])[C:6]1[CH:5]=[C:4]([CH:9]=[CH:8][CH:7]=1)[C:1]([NH:37][C:36]([CH3:38])([C:39]([O:41][CH:42]1[CH2:46][CH2:45][CH2:44][CH2:43]1)=[O:40])[CH3:35])=[O:3]. The catalyst class is: 2. (4) Reactant: [CH3:1][N:2]1[CH2:7][CH2:6][C:5](=[O:8])[CH2:4][CH2:3]1.[Si](OS(C(F)(F)F)(=O)=O)(C)(C)C.[CH3:21][O:22][C:23]1[CH:38]=[CH:37][C:26]([CH:27](O)[C:28]2[CH:33]=[CH:32][C:31]([O:34][CH3:35])=[CH:30][CH:29]=2)=[CH:25][CH:24]=1.C(=O)(O)[O-].[Na+]. Product: [CH3:35][O:34][C:31]1[CH:30]=[CH:29][C:28]([CH:27]([C:26]2[CH:37]=[CH:38][C:23]([O:22][CH3:21])=[CH:24][CH:25]=2)[CH:4]2[C:5](=[O:8])[CH2:6][CH2:7][N:2]([CH3:1])[CH2:3]2)=[CH:33][CH:32]=1. The catalyst class is: 96. (5) Reactant: [CH3:1][C@H:2]1[CH2:7][NH:6][C@H:5]([CH3:8])[CH2:4][N:3]1[C:9]([C:11]1[CH:16]=[C:15]([C:17]2[CH:22]=[CH:21][C:20]([OH:23])=[CH:19][C:18]=2[F:24])[N:14]=[C:13]2[N:25]([CH:29]3[CH2:34][CH2:33][CH2:32][CH2:31][O:30]3)[N:26]=[C:27]([CH3:28])[C:12]=12)=[O:10].[N:35]1[CH:40]=[CH:39][CH:38]=[CH:37][C:36]=1[CH:41]=O.C(O)(=O)C.C(O[BH-](OC(=O)C)OC(=O)C)(=O)C.[Na+]. Product: [CH3:1][C@H:2]1[CH2:7][N:6]([CH2:41][C:36]2[CH:37]=[CH:38][CH:39]=[CH:40][N:35]=2)[C@H:5]([CH3:8])[CH2:4][N:3]1[C:9]([C:11]1[CH:16]=[C:15]([C:17]2[CH:22]=[CH:21][C:20]([OH:23])=[CH:19][C:18]=2[F:24])[N:14]=[C:13]2[N:25]([CH:29]3[CH2:34][CH2:33][CH2:32][CH2:31][O:30]3)[N:26]=[C:27]([CH3:28])[C:12]=12)=[O:10]. The catalyst class is: 701. (6) Reactant: [O:1]=[C:2]1[CH2:7][CH2:6][CH2:5][CH2:4][CH:3]1[C:8]([O:10]CC)=O.[NH:13]1[CH2:18][CH2:17][CH2:16][CH2:15][CH2:14]1. Product: [N:13]1([C:8]([CH:3]2[CH2:4][CH2:5][CH2:6][CH2:7][C:2]2=[O:1])=[O:10])[CH2:18][CH2:17][CH2:16][CH2:15][CH2:14]1. The catalyst class is: 11.